This data is from NCI-60 drug combinations with 297,098 pairs across 59 cell lines. The task is: Regression. Given two drug SMILES strings and cell line genomic features, predict the synergy score measuring deviation from expected non-interaction effect. (1) Drug 1: C1=CC=C(C=C1)NC(=O)CCCCCCC(=O)NO. Drug 2: C1C(C(OC1N2C=NC3=C2NC=NCC3O)CO)O. Cell line: OVCAR-5. Synergy scores: CSS=3.42, Synergy_ZIP=-3.19, Synergy_Bliss=1.16, Synergy_Loewe=-2.72, Synergy_HSA=-0.231. (2) Drug 1: CC1=CC2C(CCC3(C2CCC3(C(=O)C)OC(=O)C)C)C4(C1=CC(=O)CC4)C. Drug 2: CS(=O)(=O)CCNCC1=CC=C(O1)C2=CC3=C(C=C2)N=CN=C3NC4=CC(=C(C=C4)OCC5=CC(=CC=C5)F)Cl. Cell line: A498. Synergy scores: CSS=6.48, Synergy_ZIP=-3.20, Synergy_Bliss=2.50, Synergy_Loewe=1.85, Synergy_HSA=2.04. (3) Drug 1: CC1C(C(CC(O1)OC2CC(CC3=C2C(=C4C(=C3O)C(=O)C5=C(C4=O)C(=CC=C5)OC)O)(C(=O)CO)O)N)O.Cl. Drug 2: CC(CN1CC(=O)NC(=O)C1)N2CC(=O)NC(=O)C2. Cell line: SK-MEL-5. Synergy scores: CSS=29.7, Synergy_ZIP=-0.512, Synergy_Bliss=6.83, Synergy_Loewe=7.14, Synergy_HSA=7.19. (4) Synergy scores: CSS=52.4, Synergy_ZIP=1.06, Synergy_Bliss=1.33, Synergy_Loewe=-7.54, Synergy_HSA=2.96. Drug 2: CCN(CC)CCCC(C)NC1=C2C=C(C=CC2=NC3=C1C=CC(=C3)Cl)OC. Cell line: HT29. Drug 1: C1=CC(=CC=C1CCCC(=O)O)N(CCCl)CCCl. (5) Drug 1: CC1C(C(CC(O1)OC2CC(OC(C2O)C)OC3=CC4=CC5=C(C(=O)C(C(C5)C(C(=O)C(C(C)O)O)OC)OC6CC(C(C(O6)C)O)OC7CC(C(C(O7)C)O)OC8CC(C(C(O8)C)O)(C)O)C(=C4C(=C3C)O)O)O)O. Drug 2: CC1=C(N=C(N=C1N)C(CC(=O)N)NCC(C(=O)N)N)C(=O)NC(C(C2=CN=CN2)OC3C(C(C(C(O3)CO)O)O)OC4C(C(C(C(O4)CO)O)OC(=O)N)O)C(=O)NC(C)C(C(C)C(=O)NC(C(C)O)C(=O)NCCC5=NC(=CS5)C6=NC(=CS6)C(=O)NCCC[S+](C)C)O. Cell line: SK-OV-3. Synergy scores: CSS=22.6, Synergy_ZIP=1.79, Synergy_Bliss=4.79, Synergy_Loewe=-3.06, Synergy_HSA=4.11. (6) Drug 1: CN(CCCl)CCCl.Cl. Drug 2: CCN(CC)CCCC(C)NC1=C2C=C(C=CC2=NC3=C1C=CC(=C3)Cl)OC. Cell line: CAKI-1. Synergy scores: CSS=27.5, Synergy_ZIP=-9.89, Synergy_Bliss=-1.49, Synergy_Loewe=-6.66, Synergy_HSA=-3.84. (7) Drug 1: C1=CC=C(C=C1)NC(=O)CCCCCCC(=O)NO. Drug 2: C1=CN(C=N1)CC(O)(P(=O)(O)O)P(=O)(O)O. Cell line: OVCAR-8. Synergy scores: CSS=34.0, Synergy_ZIP=-10.1, Synergy_Bliss=-0.913, Synergy_Loewe=-12.1, Synergy_HSA=-0.0858. (8) Drug 1: CC12CCC(CC1=CCC3C2CCC4(C3CC=C4C5=CN=CC=C5)C)O. Drug 2: C1CCN(CC1)CCOC2=CC=C(C=C2)C(=O)C3=C(SC4=C3C=CC(=C4)O)C5=CC=C(C=C5)O. Cell line: SK-OV-3. Synergy scores: CSS=2.19, Synergy_ZIP=-0.000908, Synergy_Bliss=2.59, Synergy_Loewe=1.56, Synergy_HSA=1.87.